Task: Predict the reaction yield, written as a fraction of the theoretical maximum amount of product (1.0 means a 100% yield; for example, 0.34 means a 34% yield).. Dataset: Reaction yield outcomes from USPTO patents with 853,638 reactions (1) The reactants are [Cl:1][C:2]1[C:3]([F:11])=[C:4]([O:9][CH3:10])[C:5](F)=[CH:6][CH:7]=1.[C:12](#[N:16])[CH:13]([CH3:15])[CH3:14].C[Si](C)(C)[N-][Si](C)(C)C.[K+].S(=O)(=O)(O)O. The catalyst is C1(C)C=CC=CC=1.C(OCC)(=O)C.O. The product is [Cl:1][C:2]1[CH:7]=[CH:6][C:5]([C:13]([CH3:15])([CH3:14])[C:12]#[N:16])=[C:4]([O:9][CH3:10])[C:3]=1[F:11]. The yield is 0.214. (2) The reactants are Br[CH2:2][CH2:3][CH2:4][CH2:5][CH2:6][CH2:7][CH2:8][CH2:9][CH2:10][CH2:11][CH2:12][CH2:13][OH:14].[NH:15]1[CH2:20][CH2:19][O:18][CH2:17][CH2:16]1. The catalyst is C(#N)C. The product is [N:15]1([CH2:2][CH2:3][CH2:4][CH2:5][CH2:6][CH2:7][CH2:8][CH2:9][CH2:10][CH2:11][CH2:12][CH2:13][OH:14])[CH2:20][CH2:19][O:18][CH2:17][CH2:16]1. The yield is 0.792. (3) The reactants are Cl.[NH2:2][C@H:3]([C:6]([OH:8])=[O:7])[CH2:4][SH:5].C[CH2:10][O:11]CC.ClC(O[CH2:18][CH2:19][O:20][CH2:21][CH2:22][O:23][CH3:24])=O. The catalyst is C(=O)(O)[O-].[Na+].O. The product is [CH3:24][O:23][CH2:22][CH2:21][O:20][CH2:19][CH2:18][C:10]([S:5][CH2:4][C@@H:3]([C:6]([OH:8])=[O:7])[NH2:2])=[O:11]. The yield is 0.650. (4) The reactants are [CH2:1]([N:8]([CH2:13][C:14]1[CH:19]=[CH:18][CH:17]=[CH:16][CH:15]=1)[C@@H:9]([CH3:12])[CH2:10][OH:11])[C:2]1[CH:7]=[CH:6][CH:5]=[CH:4][CH:3]=1.C1N=CN([C:25]([N:27]2C=N[CH:29]=[CH:28]2)=[O:26])C=1.Br.[Br:33][CH2:34]CCN.C(N(CC)CC)C. The catalyst is C1COCC1. The product is [Br:33][CH2:34][CH2:29][CH2:28][NH:27][C:25](=[O:26])[O:11][CH2:10][C@@H:9]([N:8]([CH2:1][C:2]1[CH:3]=[CH:4][CH:5]=[CH:6][CH:7]=1)[CH2:13][C:14]1[CH:15]=[CH:16][CH:17]=[CH:18][CH:19]=1)[CH3:12]. The yield is 0.0400.